From a dataset of Forward reaction prediction with 1.9M reactions from USPTO patents (1976-2016). Predict the product of the given reaction. (1) The product is: [CH:3]1[C:4]2[C:18](=[CH:19][CH:14]=[CH:6][CH:5]=2)[CH:17]=[CH:16][C:2]=1[C:7]1[CH:12]=[CH:11][CH:10]=[CH:9][N:8]=1. Given the reactants N1[CH:6]=[CH:5][CH:4]=[CH:3][C:2]=1[C:7]1[CH:12]=[CH:11][CH:10]=[CH:9][N:8]=1.Cl[C:14]1[CH:19]=[CH:18][CH:17]=[CH:16]N=1, predict the reaction product. (2) Given the reactants Br[C:2]1[C:7]([N+:8]([O-])=O)=[C:6]([O:11][CH:12]2[CH2:17][CH2:16][N:15]([CH3:18])[CH2:14][CH2:13]2)[C:5]([F:19])=[CH:4][N:3]=1.[H][H], predict the reaction product. The product is: [F:19][C:5]1[C:6]([O:11][CH:12]2[CH2:17][CH2:16][N:15]([CH3:18])[CH2:14][CH2:13]2)=[C:7]([NH2:8])[CH:2]=[N:3][CH:4]=1. (3) Given the reactants [Si:1]([O:18][CH2:19][CH2:20][C@H:21]1[C:26]2[CH:27]=[CH:28][C:29](Br)=[CH:30][C:25]=2[CH2:24][CH2:23][O:22]1)([C:14]([CH3:17])([CH3:16])[CH3:15])([C:8]1[CH:13]=[CH:12][CH:11]=[CH:10][CH:9]=1)[C:2]1[CH:7]=[CH:6][CH:5]=[CH:4][CH:3]=1.C([Li])CCC.CN(C)[CH:39]=[O:40], predict the reaction product. The product is: [Si:1]([O:18][CH2:19][CH2:20][C@H:21]1[C:26]2[CH:27]=[CH:28][C:29]([CH:39]=[O:40])=[CH:30][C:25]=2[CH2:24][CH2:23][O:22]1)([C:14]([CH3:17])([CH3:16])[CH3:15])([C:8]1[CH:13]=[CH:12][CH:11]=[CH:10][CH:9]=1)[C:2]1[CH:7]=[CH:6][CH:5]=[CH:4][CH:3]=1. (4) Given the reactants [Cl:1][C:2]1[CH:7]=[CH:6][CH:5]=[C:4](F)[N:3]=1.C(=O)([O-])[O-].[Cs+].[Cs+].[NH2:15][C:16]1[O:17][CH2:18][C@@:19]2([N:41]=1)[C:32]1[CH:31]=[C:30]([C:33]3[CH2:34][CH2:35][O:36][CH2:37][CH:38]=3)[CH:29]=[C:28]([F:39])[C:27]=1[O:26][C:25]1[C:20]2=[CH:21][C:22]([OH:40])=[CH:23][CH:24]=1, predict the reaction product. The product is: [Cl:1][C:2]1[N:3]=[C:4]([O:40][C:22]2[CH:21]=[C:20]3[C:25]([O:26][C:27]4[C:28]([F:39])=[CH:29][C:30]([C:33]5[CH2:34][CH2:35][O:36][CH2:37][CH:38]=5)=[CH:31][C:32]=4[C@@:19]43[CH2:18][O:17][C:16]([NH2:15])=[N:41]4)=[CH:24][CH:23]=2)[CH:5]=[CH:6][CH:7]=1.